Predict the product of the given reaction. From a dataset of Forward reaction prediction with 1.9M reactions from USPTO patents (1976-2016). (1) Given the reactants [NH2:1][CH2:2][C:3]1[CH:4]=[C:5]2[C:10](=[CH:11][CH:12]=1)[CH2:9][CH:8]([NH:13][C:14]([C:16]1[CH:21]=[CH:20][C:19]([C:22]3[CH:27]=[CH:26][C:25]([F:28])=[CH:24][CH:23]=3)=[CH:18][CH:17]=1)=[O:15])[CH2:7][CH2:6]2.Br[C:30](Br)([CH2:33][CH3:34])[CH2:31][CH3:32].C([O-])([O-])=O.[K+].[K+], predict the reaction product. The product is: [N:1]1([CH2:2][C:3]2[CH:4]=[C:5]3[C:10](=[CH:11][CH:12]=2)[CH2:9][CH:8]([NH:13][C:14]([C:16]2[CH:21]=[CH:20][C:19]([C:22]4[CH:23]=[CH:24][C:25]([F:28])=[CH:26][CH:27]=4)=[CH:18][CH:17]=2)=[O:15])[CH2:7][CH2:6]3)[CH2:34][CH2:33][CH2:30][CH2:31][CH2:32]1. (2) The product is: [CH2:30]([N:1]1[CH:5]=[C:4]([CH2:6][CH2:7][N:8]2[CH:9]([C:21]3[C:26]([CH3:27])=[CH:25][CH:24]=[CH:23][N:22]=3)[CH2:10][CH2:11][CH2:12][CH:13]2[C:14]2[C:19]([CH3:20])=[CH:18][CH:17]=[CH:16][N:15]=2)[N:3]=[CH:2]1)[C:31]1[CH:36]=[CH:35][CH:34]=[CH:33][CH:32]=1. Given the reactants [N:1]1[CH:5]=[C:4]([CH2:6][CH2:7][N:8]2[CH:13]([C:14]3[C:19]([CH3:20])=[CH:18][CH:17]=[CH:16][N:15]=3)[CH2:12][CH2:11][CH2:10][CH:9]2[C:21]2[C:26]([CH3:27])=[CH:25][CH:24]=[CH:23][N:22]=2)[NH:3][CH:2]=1.[H-].[Na+].[CH2:30](Br)[C:31]1[CH:36]=[CH:35][CH:34]=[CH:33][CH:32]=1, predict the reaction product. (3) Given the reactants F[C:2]1[CH:11]=[CH:10][C:9]2[CH:12]=[CH:13][C:14](=[O:15])[N:7]3[C:8]=2[C:3]=1[CH:4](C=O)[CH2:5][CH2:6]3.C[O-:19].[Na+].[CH:21](OCC)=[O:22], predict the reaction product. The product is: [CH3:21][O:22][C:2]1[CH:11]=[CH:10][C:9]2[CH:12]=[CH:13][C:14](=[O:15])[N:7]3[C:8]=2[C:3]=1[C:4](=[O:19])[CH2:5][CH2:6]3. (4) The product is: [NH2:1][C:2]1[N:7]=[C:6]([N:8]2[CH2:9][CH2:10][C:11]3([CH2:15][NH:14][C@H:13]([C:16]([OH:18])=[O:17])[CH2:12]3)[CH2:21][CH2:22]2)[CH:5]=[C:4]([O:23][C@H:24]([C:29]2[CH:34]=[CH:33][C:32]([C:35]3[CH:36]=[CH:37][CH:38]=[CH:39][CH:40]=3)=[CH:31][C:30]=2[N:41]2[CH:45]=[CH:44][C:43]([CH3:46])=[N:42]2)[C:25]([F:28])([F:27])[F:26])[N:3]=1. Given the reactants [NH2:1][C:2]1[N:7]=[C:6]([N:8]2[CH2:22][CH2:21][C:11]3([CH2:15][NH:14][C@H:13]([C:16]([O:18]CC)=[O:17])[CH2:12]3)[CH2:10][CH2:9]2)[CH:5]=[C:4]([O:23][C@H:24]([C:29]2[CH:34]=[CH:33][C:32]([C:35]3[CH:40]=[CH:39][CH:38]=[CH:37][CH:36]=3)=[CH:31][C:30]=2[N:41]2[CH:45]=[CH:44][C:43]([CH3:46])=[N:42]2)[C:25]([F:28])([F:27])[F:26])[N:3]=1.O.[OH-].[Li+].Cl, predict the reaction product. (5) Given the reactants [NH2:1][C:2]1[N:7]=[C:6]([NH:8][C@@H:9]([CH2:13][CH2:14][CH3:15])[CH2:10][CH2:11][OH:12])[C:5]([CH2:16][C:17]2[CH:22]=[CH:21][C:20]([Br:23])=[CH:19][C:18]=2[O:24][CH3:25])=[C:4]([CH3:26])[N:3]=1.C(N(CC)CC)C.[Si:34](Cl)([C:37]([CH3:40])([CH3:39])[CH3:38])([CH3:36])[CH3:35].C([O-])(O)=O.[Na+], predict the reaction product. The product is: [Br:23][C:20]1[CH:21]=[CH:22][C:17]([CH2:16][C:5]2[C:6]([NH:8][C@@H:9]([CH2:13][CH2:14][CH3:15])[CH2:10][CH2:11][O:12][Si:34]([C:37]([CH3:40])([CH3:39])[CH3:38])([CH3:36])[CH3:35])=[N:7][C:2]([NH2:1])=[N:3][C:4]=2[CH3:26])=[C:18]([O:24][CH3:25])[CH:19]=1. (6) Given the reactants [C:1]([N:5]1[C:9]([CH2:10][CH2:11][CH:12]=O)=[CH:8][C:7]([CH2:14][CH2:15][CH3:16])=[N:6]1)([CH3:4])([CH3:3])[CH3:2].[CH3:17][C:18]1[CH:19]=[C:20]([N:25]2[CH2:30][CH2:29][NH:28][CH2:27][CH2:26]2)[CH:21]=[CH:22][C:23]=1[CH3:24].CCN(C(C)C)C(C)C.[BH-](OC(C)=O)(OC(C)=O)OC(C)=O.[Na+], predict the reaction product. The product is: [C:1]([N:5]1[C:9]([CH2:10][CH2:11][CH2:12][N:28]2[CH2:29][CH2:30][N:25]([C:20]3[CH:21]=[CH:22][C:23]([CH3:24])=[C:18]([CH3:17])[CH:19]=3)[CH2:26][CH2:27]2)=[CH:8][C:7]([CH2:14][CH2:15][CH3:16])=[N:6]1)([CH3:4])([CH3:3])[CH3:2].